From a dataset of Forward reaction prediction with 1.9M reactions from USPTO patents (1976-2016). Predict the product of the given reaction. Given the reactants [S:1](=[O:5])(=O)([OH:3])[OH:2].[C:6]1([CH3:12])[CH:11]=[CH:10][CH:9]=[CH:8][CH:7]=1, predict the reaction product. The product is: [C:6]1([CH3:12])[CH:11]=[CH:10][C:9]([S:1]([OH:3])(=[O:5])=[O:2])=[CH:8][CH:7]=1.